From a dataset of Peptide-MHC class II binding affinity with 134,281 pairs from IEDB. Regression. Given a peptide amino acid sequence and an MHC pseudo amino acid sequence, predict their binding affinity value. This is MHC class II binding data. (1) The peptide sequence is KEVEEAWASACGGTG. The MHC is HLA-DPA10103-DPB10401 with pseudo-sequence HLA-DPA10103-DPB10401. The binding affinity (normalized) is 0. (2) The peptide sequence is LGAWVLGEPKMTKAL. The MHC is DRB1_0301 with pseudo-sequence DRB1_0301. The binding affinity (normalized) is 0.702. (3) The peptide sequence is DKWLDAKSTWYGKPT. The MHC is DRB1_0701 with pseudo-sequence DRB1_0701. The binding affinity (normalized) is 0.357.